From a dataset of Full USPTO retrosynthesis dataset with 1.9M reactions from patents (1976-2016). Predict the reactants needed to synthesize the given product. (1) Given the product [CH3:24][N:19]1[C:20](=[O:23])[C:21]2[S:9][C:4]3[CH:3]=[C:2]([CH3:1])[CH:7]=[CH:6][C:5]=3[S:8][C:17]=2[C:18]1=[O:25], predict the reactants needed to synthesize it. The reactants are: [CH3:1][C:2]1[CH:3]=[C:4]([SH:9])[C:5]([SH:8])=[CH:6][CH:7]=1.C([O-])([O-])=O.[K+].[K+].Cl[C:17]1[C:18](=[O:25])[N:19]([CH3:24])[C:20](=[O:23])[C:21]=1Cl.O. (2) Given the product [C:1]([O:5][C:6]([NH:8][CH2:9][CH2:10][CH2:11][NH:12][C:13](=[O:41])/[CH:14]=[CH:15]/[C:16]1[C:21]([O:22][CH2:23][CH2:24][C:25]2[CH:30]=[CH:29][CH:28]=[CH:27][CH:26]=2)=[CH:20][CH:19]=[C:18]([CH2:31][S:32][C:33]2[CH:34]=[CH:35][CH:36]=[CH:37][CH:38]=2)[N:17]=1)=[O:7])([CH3:4])([CH3:2])[CH3:3], predict the reactants needed to synthesize it. The reactants are: [C:1]([O:5][C:6]([NH:8][CH2:9][CH2:10][CH2:11][NH:12][C:13](=[O:41])/[CH:14]=[CH:15]/[C:16]1[C:21]([O:22][CH2:23][CH2:24][C:25]2[CH:30]=[CH:29][CH:28]=[CH:27][CH:26]=2)=[CH:20][CH:19]=[C:18]([CH2:31][S:32][C:33]2[C:38](Cl)=[CH:37][CH:36]=[CH:35][C:34]=2Cl)[N:17]=1)=[O:7])([CH3:4])([CH3:3])[CH3:2].C1(SCC2N=C(/C=C/C(O)=O)C(OCCC3C=CC=CC=3)=CC=2)C=CC=CC=1. (3) Given the product [F:13][C:14]1[CH:15]=[C:16]([CH:17]=[CH:18][CH:19]=1)[CH2:20][NH:21][C:22](=[O:23])[NH:1][C:2]1[S:3][C:4]([CH:10]([CH3:12])[CH3:11])=[C:5]([C:7]([O:9][CH3:24])=[O:8])[N:6]=1, predict the reactants needed to synthesize it. The reactants are: [NH2:1][C:2]1[S:3][C:4]([CH:10]([CH3:12])[CH3:11])=[C:5]([C:7]([O-:9])=[O:8])[N:6]=1.[F:13][C:14]1[CH:19]=[CH:18][CH:17]=[C:16]([CH2:20][N:21]=[C:22]=[O:23])[CH:15]=1.[CH2:24]1COCC1. (4) Given the product [C:1]1([C:13]2([CH3:12])[CH2:18][CH2:17][CH2:16][CH2:15][CH2:14]2)[CH:6]=[CH:5][CH:4]=[CH:3][CH:2]=1, predict the reactants needed to synthesize it. The reactants are: [CH:1]1[CH:6]=[CH:5][CH:4]=[CH:3][CH:2]=1.S(=O)(=O)(O)O.[CH3:12][CH:13]1[CH2:18][CH2:17][CH2:16][CH2:15][CH:14]1O. (5) Given the product [CH2:18]([O:20][C:21]([N:23]=[C:24]([S:34][C:35]1[CH:40]=[CH:39][CH:38]=[CH:37][CH:36]=1)[CH:25]=[CH:26][S:27][C:28]1[CH:29]=[CH:30][CH:31]=[CH:32][CH:33]=1)=[O:22])[CH3:19], predict the reactants needed to synthesize it. The reactants are: C(OC(NC(=O)C=CSC1C=CC=CC=1)=O)C.[CH2:18]([O:20][C:21]([N:23]=[C:24]([S:34][C:35]1[CH:40]=[CH:39][CH:38]=[CH:37][CH:36]=1)[CH:25]=[CH:26][S:27][C:28]1[CH:33]=[CH:32][CH:31]=[CH:30][CH:29]=1)=[O:22])[CH3:19].C(Br)(Br)(Br)Br.C1(P(C2C=CC=CC=2)C2C=CC=CC=2)C=CC=CC=1.[Na].C1(S)C=CC=CC=1. (6) Given the product [C:1]([O:5][C:6](=[O:36])[NH:7][CH:8]1[CH2:13][CH2:12][CH:11]([CH2:14][NH:15][C:16]2[C:21]([C:57]#[C:56][C:50]3[CH:55]=[CH:54][CH:53]=[CH:52][CH:51]=3)=[CH:20][N:19]=[C:18]([NH:23][CH2:24][C:25]3[CH:30]=[CH:29][CH:28]=[CH:27][C:26]=3[O:31][C:32]([F:35])([F:34])[F:33])[N:17]=2)[CH2:10][CH2:9]1)([CH3:4])([CH3:3])[CH3:2], predict the reactants needed to synthesize it. The reactants are: [C:1]([O:5][C:6](=[O:36])[NH:7][C@H:8]1[CH2:13][CH2:12][C@H:11]([CH2:14][NH:15][C:16]2[C:21](Br)=[CH:20][N:19]=[C:18]([NH:23][CH2:24][C:25]3[CH:30]=[CH:29][CH:28]=[CH:27][C:26]=3[O:31][C:32]([F:35])([F:34])[F:33])[N:17]=2)[CH2:10][CH2:9]1)([CH3:4])([CH3:3])[CH3:2].O1CCOCC1.C(NC(C)C)(C)C.[C:50]1([C:56]#[CH:57])[CH:55]=[CH:54][CH:53]=[CH:52][CH:51]=1. (7) Given the product [CH2:1]([O:8][C:9]1[CH:14]=[CH:13][C:12]([CH:15]([NH:30][CH2:31][C:32]([O:34][C:35]([CH3:38])([CH3:37])[CH3:36])=[O:33])[CH3:16])=[C:11]([Cl:18])[CH:10]=1)[C:2]1[CH:7]=[CH:6][CH:5]=[CH:4][CH:3]=1, predict the reactants needed to synthesize it. The reactants are: [CH2:1]([O:8][C:9]1[CH:14]=[CH:13][C:12]([C:15](=O)[CH3:16])=[C:11]([Cl:18])[CH:10]=1)[C:2]1[CH:7]=[CH:6][CH:5]=[CH:4][CH:3]=1.C1(C)C=CC(S(O)(=O)=O)=CC=1.[NH2:30][CH2:31][C:32]([O:34][C:35]([CH3:38])([CH3:37])[CH3:36])=[O:33].